This data is from Peptide-MHC class II binding affinity with 134,281 pairs from IEDB. The task is: Regression. Given a peptide amino acid sequence and an MHC pseudo amino acid sequence, predict their binding affinity value. This is MHC class II binding data. The peptide sequence is KMIGGIGGFIKVRQYDQILI. The MHC is DRB5_0101 with pseudo-sequence DRB5_0101. The binding affinity (normalized) is 0.428.